Dataset: Forward reaction prediction with 1.9M reactions from USPTO patents (1976-2016). Task: Predict the product of the given reaction. (1) The product is: [CH3:1][O:2][C:3]1[CH:8]=[CH:7][C:6]([CH2:9][CH2:10][NH:11][C:12]([C:14]2[N:15]=[N:16][C:17]([N:24]3[CH2:25][CH2:26][N:21]([C:27](=[O:28])[C:29]4[CH:34]=[CH:33][CH:32]=[CH:31][C:30]=4[C:35]([F:38])([F:36])[F:37])[CH2:22][CH2:23]3)=[CH:18][CH:19]=2)=[O:13])=[CH:5][CH:4]=1. Given the reactants [CH3:1][O:2][C:3]1[CH:8]=[CH:7][C:6]([CH2:9][CH2:10][NH:11][C:12]([C:14]2[N:15]=[N:16][C:17](Cl)=[CH:18][CH:19]=2)=[O:13])=[CH:5][CH:4]=1.[N:21]1([C:27]([C:29]2[CH:34]=[CH:33][CH:32]=[CH:31][C:30]=2[C:35]([F:38])([F:37])[F:36])=[O:28])[CH2:26][CH2:25][NH:24][CH2:23][CH2:22]1, predict the reaction product. (2) Given the reactants O[CH2:2][CH2:3][CH2:4][C:5]1[C:10]([OH:11])=[CH:9][CH:8]=[CH:7][N:6]=1, predict the reaction product. The product is: [O:11]1[C:10]2[C:5](=[N:6][CH:7]=[CH:8][CH:9]=2)[CH2:4][CH2:3][CH2:2]1. (3) Given the reactants [Cl:1][C:2]1[CH:7]=[CH:6][C:5]([OH:8])=[CH:4][C:3]=1[C:9]1[C:18]2[C:13](=[C:14]([C:19]([F:22])([F:21])[F:20])[CH:15]=[CH:16][CH:17]=2)[N:12]=[CH:11][N:10]=1.Br[C:24]1[CH:25]=[C:26]([S:30]([N:33]([CH2:43][C:44]2[CH:49]=[CH:48][C:47]([O:50][CH3:51])=[CH:46][CH:45]=2)[CH2:34][C:35]2[CH:40]=[CH:39][C:38]([O:41][CH3:42])=[CH:37][CH:36]=2)(=[O:32])=[O:31])[CH:27]=[CH:28][CH:29]=1, predict the reaction product. The product is: [Cl:1][C:2]1[CH:7]=[CH:6][C:5]([O:8][C:25]2[CH:24]=[CH:29][CH:28]=[CH:27][C:26]=2[S:30]([N:33]([CH2:34][C:35]2[CH:36]=[CH:37][C:38]([O:41][CH3:42])=[CH:39][CH:40]=2)[CH2:43][C:44]2[CH:49]=[CH:48][C:47]([O:50][CH3:51])=[CH:46][CH:45]=2)(=[O:32])=[O:31])=[CH:4][C:3]=1[C:9]1[C:18]2[C:13](=[C:14]([C:19]([F:20])([F:22])[F:21])[CH:15]=[CH:16][CH:17]=2)[N:12]=[CH:11][N:10]=1. (4) Given the reactants [NH2:1][C:2]1[CH:12]=[N:11][CH:10]=[CH:9][C:3]=1[C:4]([O:6][CH2:7][CH3:8])=[O:5].C1C(=O)N([Cl:20])C(=O)C1.C([O-])(O)=O.[Na+].C(OCC)(=O)C, predict the reaction product. The product is: [NH2:1][C:2]1[C:3]([C:4]([O:6][CH2:7][CH3:8])=[O:5])=[CH:9][C:10]([Cl:20])=[N:11][CH:12]=1. (5) Given the reactants [CH:1]([N:3]1[CH2:8][CH2:7][CH2:6][N:5]2[N:9]=[CH:10][C:11]([CH2:12][CH2:13]C(O)=O)=[C:4]12)=[O:2].C([N:19](CC)CC)C.Cl[C:25]([O:27][CH2:28]C)=[O:26].[N-]=[N+]=[N-].[Na+], predict the reaction product. The product is: [CH:1]([N:3]1[CH2:8][CH2:7][CH2:6][N:5]2[N:9]=[CH:10][C:11]([CH2:12][CH2:13][NH:19][C:25](=[O:26])[O:27][CH3:28])=[C:4]12)=[O:2].